This data is from NCI-60 drug combinations with 297,098 pairs across 59 cell lines. The task is: Regression. Given two drug SMILES strings and cell line genomic features, predict the synergy score measuring deviation from expected non-interaction effect. (1) Drug 1: CC(C1=C(C=CC(=C1Cl)F)Cl)OC2=C(N=CC(=C2)C3=CN(N=C3)C4CCNCC4)N. Drug 2: CCC1(CC2CC(C3=C(CCN(C2)C1)C4=CC=CC=C4N3)(C5=C(C=C6C(=C5)C78CCN9C7C(C=CC9)(C(C(C8N6C)(C(=O)OC)O)OC(=O)C)CC)OC)C(=O)OC)O.OS(=O)(=O)O. Cell line: SF-295. Synergy scores: CSS=43.2, Synergy_ZIP=4.41, Synergy_Bliss=8.08, Synergy_Loewe=-4.84, Synergy_HSA=10.6. (2) Drug 1: CC(C)(C1=NC(=CC=C1)N2C3=NC(=NC=C3C(=O)N2CC=C)NC4=CC=C(C=C4)N5CCN(CC5)C)O. Drug 2: CCC1=C2N=C(C=C(N2N=C1)NCC3=C[N+](=CC=C3)[O-])N4CCCCC4CCO. Cell line: OVCAR3. Synergy scores: CSS=77.2, Synergy_ZIP=-0.299, Synergy_Bliss=-0.449, Synergy_Loewe=-3.22, Synergy_HSA=3.76. (3) Drug 1: CN1C(=O)N2C=NC(=C2N=N1)C(=O)N. Drug 2: CN(CCCl)CCCl.Cl. Cell line: HT29. Synergy scores: CSS=36.0, Synergy_ZIP=-4.04, Synergy_Bliss=-6.57, Synergy_Loewe=-39.9, Synergy_HSA=-7.04. (4) Drug 1: C1CCN(CC1)CCOC2=CC=C(C=C2)C(=O)C3=C(SC4=C3C=CC(=C4)O)C5=CC=C(C=C5)O. Cell line: UACC-257. Synergy scores: CSS=-2.37, Synergy_ZIP=7.22, Synergy_Bliss=1.08, Synergy_Loewe=-2.70, Synergy_HSA=-3.39. Drug 2: C1=CN(C=N1)CC(O)(P(=O)(O)O)P(=O)(O)O.